Predict which catalyst facilitates the given reaction. From a dataset of Catalyst prediction with 721,799 reactions and 888 catalyst types from USPTO. (1) The catalyst class is: 6. Product: [CH3:30][C:29]1[N:20]=[C:19]([C:16]2[NH:17][C:18]3[C:14]([CH:15]=2)=[CH:13][CH:12]=[CH:11][C:10]=3[NH:9][S:6]([C:2]2[S:1][CH:5]=[CH:4][CH:3]=2)(=[O:7])=[O:8])[S:21][C:23]=1[C:24]([O:26][CH2:27][CH3:28])=[O:25]. Reactant: [S:1]1[CH:5]=[CH:4][CH:3]=[C:2]1[S:6]([NH:9][C:10]1[CH:11]=[CH:12][CH:13]=[C:14]2[C:18]=1[NH:17][C:16]([C:19](=[S:21])[NH2:20])=[CH:15]2)(=[O:8])=[O:7].Cl[CH:23]([C:29](=O)[CH3:30])[C:24]([O:26][CH2:27][CH3:28])=[O:25].C(O)C.CN(C)C(=O)C. (2) Reactant: [CH3:1][O:2][C:3]([C:5]1[C:6]([OH:31])=[C:7]2[C:12](=[C:13](Br)[N:14]=1)[N:11]([CH2:16][C:17]1[CH:22]=[CH:21][CH:20]=[CH:19][CH:18]=1)[C:10](=[O:23])[C:9]([CH2:24][C:25]1[CH:30]=[CH:29][CH:28]=[CH:27][CH:26]=1)=[CH:8]2)=[O:4].[CH3:32][Sn](C)(C)C.CCOC(C)=O.Cl. Product: [CH3:1][O:2][C:3]([C:5]1[C:6]([OH:31])=[C:7]2[C:12](=[C:13]([CH3:32])[N:14]=1)[N:11]([CH2:16][C:17]1[CH:22]=[CH:21][CH:20]=[CH:19][CH:18]=1)[C:10](=[O:23])[C:9]([CH2:24][C:25]1[CH:30]=[CH:29][CH:28]=[CH:27][CH:26]=1)=[CH:8]2)=[O:4]. The catalyst class is: 510.